This data is from Catalyst prediction with 721,799 reactions and 888 catalyst types from USPTO. The task is: Predict which catalyst facilitates the given reaction. (1) Product: [O:11]1[CH:12]=[CH:13][CH:14]=[C:10]1[CH2:9][NH:1][C:2]1[CH:7]=[CH:6][CH:5]=[CH:4][CH:3]=1. Reactant: [NH2:1][C:2]1[CH:7]=[CH:6][CH:5]=[CH:4][CH:3]=1.Cl[CH2:9][C:10]1[O:11][CH:12]=[CH:13][CH:14]=1.C([O-])([O-])=O.[K+].[K+]. The catalyst class is: 23. (2) Reactant: [CH3:1][C:2]1([CH3:36])[C:26]2[C:6]([CH:7]=[C:8]3[C:25]=2[CH:24]=[C:23]2[C:10]([C:11]4[CH:12]=[CH:13][CH:14]=[CH:15][C:16]=4[C:17]4[CH:18]=[C:19](B5OC(C)(C)C(C)(C)O5)[CH:20]=[CH:21][C:22]=42)=[CH:9]3)=[CH:5][CH:4]=[CH:3]1.[C:37]1([C:82]2[CH:87]=[CH:86][CH:85]=[CH:84][CH:83]=2)[CH:42]=[CH:41][CH:40]=[CH:39][C:38]=1[N:43]([C:69]1[CH:74]=[CH:73][C:72]([C:75]2[CH:80]=[CH:79][C:78](Br)=[CH:77][CH:76]=2)=[CH:71][CH:70]=1)[C:44]1[C:56]2[C:55]3[C:50](=[CH:51][CH:52]=[CH:53][CH:54]=3)[C:49]3([C:68]4[CH:67]=[CH:66][CH:65]=[CH:64][C:63]=4[C:62]4[C:57]3=[CH:58][CH:59]=[CH:60][CH:61]=4)[C:48]=2[CH:47]=[CH:46][CH:45]=1.C([O-])([O-])=O.[Na+].[Na+].CCO. Product: [C:37]1([C:82]2[CH:83]=[CH:84][CH:85]=[CH:86][CH:87]=2)[CH:42]=[CH:41][CH:40]=[CH:39][C:38]=1[N:43]([C:69]1[CH:70]=[CH:71][C:72]([C:75]2[CH:76]=[CH:77][C:78]([C:19]3[CH:20]=[CH:21][C:22]4[C:23]5[C:10]([C:11]6[CH:12]=[CH:13][CH:14]=[CH:15][C:16]=6[C:17]=4[CH:18]=3)=[CH:9][C:8]3=[CH:7][C:6]4[C:26]([C:2]([CH3:36])([CH3:1])[CH:3]=[CH:4][CH:5]=4)=[C:25]3[CH:24]=5)=[CH:79][CH:80]=2)=[CH:73][CH:74]=1)[C:44]1[C:56]2[C:55]3[C:50](=[CH:51][CH:52]=[CH:53][CH:54]=3)[C:49]3([C:68]4[CH:67]=[CH:66][CH:65]=[CH:64][C:63]=4[C:62]4[C:57]3=[CH:58][CH:59]=[CH:60][CH:61]=4)[C:48]=2[CH:47]=[CH:46][CH:45]=1. The catalyst class is: 206. (3) Reactant: C(OC([N:8](C(OC(C)(C)C)=O)[C:9]1[CH:18]=[CH:17][C:16]([OH:19])=[CH:15][C:10]=1[C:11]([O:13][CH3:14])=[O:12])=O)(C)(C)C.[H-].[Na+].CI.Cl.[C:32](OCC)(=O)C. Product: [NH2:8][C:9]1[CH:18]=[CH:17][C:16]([O:19][CH3:32])=[CH:15][C:10]=1[C:11]([O:13][CH3:14])=[O:12]. The catalyst class is: 627. (4) Reactant: [C:1]12(C)[C:8]([CH3:10])([CH3:9])[CH:5]([CH2:6][CH2:7]1)[CH2:4][C:2]2=O.[CH:12]([O:19][CH2:20][CH3:21])([O:16][CH2:17][CH3:18])OCC.C1(C)C=CC(S(O)(=O)=O)=CC=1. Product: [CH2:20]([O:19][C:12]1([O:16][CH2:17][CH3:18])[CH2:7][CH:1]2[C:8]([CH3:10])([CH3:9])[C:5]1([CH3:6])[CH2:4][CH2:2]2)[CH3:21]. The catalyst class is: 8. (5) Reactant: [CH2:1]([O:4][CH2:5][CH2:6][CH2:7][C:8]([OH:10])=O)[CH:2]=[CH2:3].[C:11](Cl)(=O)C(C)(C)C.C(N(CC)CC)C.[CH:25]([C@@H:28]1[C:32]([C:39]2[CH:44]=[CH:43][CH:42]=[CH:41][CH:40]=2)([C:33]2[CH:38]=[CH:37][CH:36]=[CH:35][CH:34]=2)[O:31][C:30](=[O:45])[NH:29]1)([CH3:27])[CH3:26].[Cl-].[Li+].[Cl-].[NH4+]. Product: [CH2:1]([O:4][CH2:5][CH2:6][C@@H:7]([CH3:11])[C:8]([N:29]1[C@H:28]([CH:25]([CH3:27])[CH3:26])[C:32]([C:39]2[CH:40]=[CH:41][CH:42]=[CH:43][CH:44]=2)([C:33]2[CH:38]=[CH:37][CH:36]=[CH:35][CH:34]=2)[O:31][C:30]1=[O:45])=[O:10])[CH:2]=[CH2:3]. The catalyst class is: 680. (6) Reactant: [CH2:1]([O:3][C:4]([C:6]1[CH:10]=[CH:9][NH:8][N:7]=1)=[O:5])[CH3:2].I[CH:12]([CH3:14])[CH3:13].CC[O-].[Na+].CC(O)=O. Product: [CH2:1]([O:3][C:4]([C:6]1[CH:10]=[CH:9][N:8]([CH:12]([CH3:14])[CH3:13])[N:7]=1)=[O:5])[CH3:2]. The catalyst class is: 20.